From a dataset of Reaction yield outcomes from USPTO patents with 853,638 reactions. Predict the reaction yield, written as a fraction of the theoretical maximum amount of product (1.0 means a 100% yield; for example, 0.34 means a 34% yield). (1) The yield is 0.660. The reactants are [Cl-].O[NH3+:3].[C:4](=[O:7])([O-])[OH:5].[Na+].CS(C)=O.[CH3:13][C:14]1([CH3:50])[CH2:18][C:17]2[CH:19]=[C:20]([N:23]3[C:28](=[O:29])[C:27]([CH2:30][C:31]4[CH:36]=[CH:35][C:34]([C:37]5[C:38]([C:43]#[N:44])=[CH:39][CH:40]=[CH:41][CH:42]=5)=[CH:33][CH:32]=4)=[C:26]([CH2:45][CH2:46][CH3:47])[N:25]=[C:24]3[CH2:48][CH3:49])[CH:21]=[CH:22][C:16]=2[O:15]1. The catalyst is C(OCC)(=O)C. The product is [CH3:50][C:14]1([CH3:13])[CH2:18][C:17]2[CH:19]=[C:20]([N:23]3[C:28](=[O:29])[C:27]([CH2:30][C:31]4[CH:36]=[CH:35][C:34]([C:37]5[CH:42]=[CH:41][CH:40]=[CH:39][C:38]=5[C:43]5[NH:3][C:4](=[O:7])[O:5][N:44]=5)=[CH:33][CH:32]=4)=[C:26]([CH2:45][CH2:46][CH3:47])[N:25]=[C:24]3[CH2:48][CH3:49])[CH:21]=[CH:22][C:16]=2[O:15]1. (2) The reactants are Br[C:2]1[CH:3]=[C:4]2[CH:10]=[CH:9][NH:8][C:5]2=[N:6][CH:7]=1.[C:11]1(B(O)O)[CH:16]=[CH:15][CH:14]=[CH:13][CH:12]=1.C(=O)([O-])[O-].[K+].[K+].Cl. The catalyst is C1C=CC(P(C2C=CC=CC=2)[C-]2C=CC=C2)=CC=1.C1C=CC(P(C2C=CC=CC=2)[C-]2C=CC=C2)=CC=1.Cl[Pd]Cl.[Fe+2].O1CCOCC1.O. The product is [C:11]1([C:2]2[CH:3]=[C:4]3[CH:10]=[CH:9][NH:8][C:5]3=[N:6][CH:7]=2)[CH:16]=[CH:15][CH:14]=[CH:13][CH:12]=1. The yield is 0.990. (3) The reactants are Br[C:2]1[CH:3]=[C:4]([N:11]2[CH2:16][CH2:15][O:14][CH2:13][CH2:12]2)[C:5]([N:8]([CH3:10])[CH3:9])=[N:6][CH:7]=1.[CH3:17][C:18]1[N:23]=[CH:22][C:21]([NH2:24])=[CH:20][C:19]=1B1OC(C)(C)C(C)(C)O1. No catalyst specified. The product is [CH3:9][N:8]([CH3:10])[C:5]1[N:6]=[CH:7][C:2]([C:19]2[C:18]([CH3:17])=[N:23][CH:22]=[C:21]([NH2:24])[CH:20]=2)=[CH:3][C:4]=1[N:11]1[CH2:16][CH2:15][O:14][CH2:13][CH2:12]1. The yield is 0.690. (4) The reactants are [Cl:1][C:2]1[CH:9]=[C:8]([O:10]C)[C:5]([CH:6]=[O:7])=[C:4]([O:12][CH3:13])[CH:3]=1.C(Cl)Cl.B(Br)(Br)Br. No catalyst specified. The product is [Cl:1][C:2]1[CH:3]=[C:4]([O:12][CH3:13])[C:5]([CH:6]=[O:7])=[C:8]([OH:10])[CH:9]=1. The yield is 0.990.